From a dataset of NCI-60 drug combinations with 297,098 pairs across 59 cell lines. Regression. Given two drug SMILES strings and cell line genomic features, predict the synergy score measuring deviation from expected non-interaction effect. Drug 2: C#CCC(CC1=CN=C2C(=N1)C(=NC(=N2)N)N)C3=CC=C(C=C3)C(=O)NC(CCC(=O)O)C(=O)O. Synergy scores: CSS=32.8, Synergy_ZIP=-9.95, Synergy_Bliss=-2.37, Synergy_Loewe=-1.47, Synergy_HSA=-2.61. Drug 1: C1CN1C2=NC(=NC(=N2)N3CC3)N4CC4. Cell line: SW-620.